Dataset: NCI-60 drug combinations with 297,098 pairs across 59 cell lines. Task: Regression. Given two drug SMILES strings and cell line genomic features, predict the synergy score measuring deviation from expected non-interaction effect. (1) Drug 1: CN(C(=O)NC(C=O)C(C(C(CO)O)O)O)N=O. Drug 2: COCCOC1=C(C=C2C(=C1)C(=NC=N2)NC3=CC=CC(=C3)C#C)OCCOC.Cl. Cell line: RXF 393. Synergy scores: CSS=0.0725, Synergy_ZIP=-0.220, Synergy_Bliss=-1.26, Synergy_Loewe=-2.89, Synergy_HSA=-2.47. (2) Drug 1: CN(CC1=CN=C2C(=N1)C(=NC(=N2)N)N)C3=CC=C(C=C3)C(=O)NC(CCC(=O)O)C(=O)O. Drug 2: C1CN(CCN1C(=O)CCBr)C(=O)CCBr. Cell line: K-562. Synergy scores: CSS=60.6, Synergy_ZIP=-2.20, Synergy_Bliss=-1.75, Synergy_Loewe=-7.99, Synergy_HSA=0.140.